Dataset: Reaction yield outcomes from USPTO patents with 853,638 reactions. Task: Predict the reaction yield, written as a fraction of the theoretical maximum amount of product (1.0 means a 100% yield; for example, 0.34 means a 34% yield). (1) The reactants are C(OC([N:8]1[CH2:13][CH2:12][N:11]([C:14](=[O:26])[C:15]2[CH:20]=[C:19]([F:21])[CH:18]=[CH:17][C:16]=2[C:22]([F:25])([F:24])[F:23])[CH2:10][CH2:9]1)=O)(C)(C)C.[ClH:27]. The catalyst is O1CCOCC1. The product is [ClH:27].[F:21][C:19]1[CH:18]=[CH:17][C:16]([C:22]([F:25])([F:23])[F:24])=[C:15]([C:14]([N:11]2[CH2:12][CH2:13][NH:8][CH2:9][CH2:10]2)=[O:26])[CH:20]=1. The yield is 0.890. (2) The reactants are [Cl-].O[NH3+:3].[C:4](=[O:7])([O-])[OH:5].[Na+].CS(C)=O.[CH3:13][C:14]1([CH3:48])[CH2:19][CH:18]([N:20]2[C:25](=[O:26])[C:24]([CH2:27][C:28]3[CH:33]=[CH:32][C:31]([C:34]4[C:35]([C:40]#[N:41])=[CH:36][CH:37]=[CH:38][CH:39]=4)=[CH:30][CH:29]=3)=[C:23]([CH2:42][CH2:43][CH3:44])[N:22]3[N:45]=[CH:46][N:47]=[C:21]23)[CH2:17][CH2:16][O:15]1. The catalyst is C(OCC)(=O)C. The product is [CH3:48][C:14]1([CH3:13])[CH2:19][CH:18]([N:20]2[C:25](=[O:26])[C:24]([CH2:27][C:28]3[CH:29]=[CH:30][C:31]([C:34]4[CH:39]=[CH:38][CH:37]=[CH:36][C:35]=4[C:40]4[NH:3][C:4](=[O:7])[O:5][N:41]=4)=[CH:32][CH:33]=3)=[C:23]([CH2:42][CH2:43][CH3:44])[N:22]3[N:45]=[CH:46][N:47]=[C:21]23)[CH2:17][CH2:16][O:15]1. The yield is 0.540. (3) The reactants are [B:1](OC(C)C)([O:6]C(C)C)[O:2]C(C)C.Br[C:15]1[CH:20]=[CH:19][C:18]([S:21]([N:24]2[CH2:29][CH2:28][N:27]([CH3:30])[CH2:26][CH2:25]2)(=[O:23])=[O:22])=[CH:17][CH:16]=1.C([Li])CCC.O. The catalyst is O1CCCC1. The product is [CH3:30][N:27]1[CH2:28][CH2:29][N:24]([S:21]([C:18]2[CH:19]=[CH:20][C:15]([B:1]([OH:6])[OH:2])=[CH:16][CH:17]=2)(=[O:23])=[O:22])[CH2:25][CH2:26]1. The yield is 0.580. (4) The reactants are [CH3:1][O:2][C:3](=[O:21])[C:4]1[CH:9]=[C:8]([C:10](=[O:12])[CH3:11])[CH:7]=[CH:6][C:5]=1[O:13][CH2:14][C:15]1[CH:20]=[CH:19][CH:18]=[CH:17][CH:16]=1.[Br:22]Br.C(OCC)C. The catalyst is C(Cl)(Cl)Cl.C1(C)C=CC=CC=1. The product is [CH3:1][O:2][C:3](=[O:21])[C:4]1[CH:9]=[C:8]([C:10](=[O:12])[CH2:11][Br:22])[CH:7]=[CH:6][C:5]=1[O:13][CH2:14][C:15]1[CH:16]=[CH:17][CH:18]=[CH:19][CH:20]=1. The yield is 0.550. (5) The reactants are [CH3:1][C:2]1[NH:3][CH:4]=[C:5]([N+:7]([O-:9])=[O:8])[N:6]=1.[C:10]([O-])([O-])=O.[K+].[K+].CI.O. The catalyst is CN(C=O)C. The product is [CH3:10][N:3]1[CH:4]=[C:5]([N+:7]([O-:9])=[O:8])[N:6]=[C:2]1[CH3:1]. The yield is 0.450. (6) The catalyst is CS(C)=O. The product is [C:21]([O:24][C@H:25]([CH3:31])[CH2:26][CH2:27][CH2:28][CH2:29][N:9]1[C:10](=[O:17])[C:11]2[N:12]([CH3:16])[CH:13]=[N:14][C:15]=2[N:7]([CH2:6][C:2]2[O:1][CH:5]=[CH:4][CH:3]=2)[C:8]1=[O:18])(=[O:23])[CH3:22]. The reactants are [O:1]1[CH:5]=[CH:4][CH:3]=[C:2]1[CH2:6][N:7]1[C:15]2[N:14]=[CH:13][N:12]([CH3:16])[C:11]=2[C:10](=[O:17])[NH:9][C:8]1=[O:18].[H-].[Na+].[C:21]([O:24][C@H:25]([CH3:31])[CH2:26][CH2:27][CH2:28][CH2:29]I)(=[O:23])[CH3:22]. The yield is 0.780.